From a dataset of Reaction yield outcomes from USPTO patents with 853,638 reactions. Predict the reaction yield, written as a fraction of the theoretical maximum amount of product (1.0 means a 100% yield; for example, 0.34 means a 34% yield). (1) The reactants are [O:1]=[C:2]1[C:10]2([C:14]3=[CH:15][C:16]4[O:20][CH2:19][O:18][C:17]=4[CH:21]=[C:13]3[O:12][CH2:11]2)[C:9]2[C:4](=[CH:5][CH:6]=[CH:7][CH:8]=2)[N:3]1[CH2:22][C:23]1[O:27][C:26]([C:28]([F:31])([F:30])[F:29])=[C:25]([C:32]([O:34]CC)=[O:33])[CH:24]=1.[OH-].[Na+]. The catalyst is C(O)C.O. The product is [O:1]=[C:2]1[C:10]2([C:14]3=[CH:15][C:16]4[O:20][CH2:19][O:18][C:17]=4[CH:21]=[C:13]3[O:12][CH2:11]2)[C:9]2[C:4](=[CH:5][CH:6]=[CH:7][CH:8]=2)[N:3]1[CH2:22][C:23]1[O:27][C:26]([C:28]([F:31])([F:30])[F:29])=[C:25]([C:32]([OH:34])=[O:33])[CH:24]=1. The yield is 0.840. (2) The reactants are Cl[C:2]1[C:7]([C:8]([O:10][CH3:11])=[O:9])=[CH:6][N:5]=[CH:4][CH:3]=1.[Cl:12][C:13]1[CH:18]=[CH:17][C:16](B(O)O)=[C:15]([F:22])[CH:14]=1.C(=O)([O-])[O-].[Cs+].[Cs+]. The catalyst is O1CCOCC1.O.C1C=CC([P]([Pd]([P](C2C=CC=CC=2)(C2C=CC=CC=2)C2C=CC=CC=2)([P](C2C=CC=CC=2)(C2C=CC=CC=2)C2C=CC=CC=2)[P](C2C=CC=CC=2)(C2C=CC=CC=2)C2C=CC=CC=2)(C2C=CC=CC=2)C2C=CC=CC=2)=CC=1. The product is [Cl:12][C:13]1[CH:18]=[CH:17][C:16]([C:2]2[C:7]([C:8]([O:10][CH3:11])=[O:9])=[CH:6][N:5]=[CH:4][CH:3]=2)=[C:15]([F:22])[CH:14]=1. The yield is 0.400.